Task: Predict hERG channel inhibition at various concentrations.. Dataset: hERG Central: cardiac toxicity at 1µM, 10µM, and general inhibition The drug is O=C(NCc1ccc(F)cc1)C1CCN(c2cnccn2)CC1. Results: hERG_inhib (hERG inhibition (general)): blocker.